From a dataset of Full USPTO retrosynthesis dataset with 1.9M reactions from patents (1976-2016). Predict the reactants needed to synthesize the given product. (1) Given the product [NH:35]([CH2:37][C@@H:38]([C@H:40]([C@@H:42]([C@@H:44]([CH2:46][OH:47])[OH:45])[OH:43])[OH:41])[OH:39])[CH3:36].[NH:48]([CH2:50][C@@H:51]([C@H:53]([C@@H:55]([C@@H:57]([CH2:59][OH:60])[OH:58])[OH:56])[OH:54])[OH:52])[CH3:49].[OH:61][C:62]1[C:67]([NH:68][N:69]=[C:70]2[C:74](=[O:75])[N:73]([C:76]3[CH:85]=[CH:84][C:83]4[CH2:82][CH2:81][CH2:80][CH2:79][C:78]=4[CH:77]=3)[N:72]=[C:71]2[CH3:86])=[CH:66][CH:65]=[CH:64][C:63]=1[C:87]1[CH:91]=[CH:90][O:89][C:88]=1[C:92]([OH:94])=[O:93].[NH:35]([CH2:37][C@@H:38]([C@H:40]([C@@H:42]([C@@H:44]([CH2:46][OH:47])[OH:45])[OH:43])[OH:41])[OH:39])[CH3:36].[NH:35]([CH2:37][C@@H:38]([C@H:40]([C@@H:42]([C@@H:44]([CH2:46][OH:47])[OH:45])[OH:43])[OH:41])[OH:39])[CH3:36].[OH:1][C:2]1[C:7]([NH:8]/[N:9]=[C:10]2/[C:11]([CH3:26])=[N:12][N:13]([C:16]3[CH:25]=[CH:24][C:23]4[CH2:22][CH2:21][CH2:20][CH2:19][C:18]=4[CH:17]=3)[C:14]/2=[O:15])=[CH:6][CH:5]=[CH:4][C:3]=1[C:27]1[O:31][C:30]([C:32]([OH:34])=[O:33])=[CH:29][CH:28]=1, predict the reactants needed to synthesize it. The reactants are: [OH:1][C:2]1[C:7]([NH:8]/[N:9]=[C:10]2/[C:11]([CH3:26])=[N:12][N:13]([C:16]3[CH:25]=[CH:24][C:23]4[CH2:22][CH2:21][CH2:20][CH2:19][C:18]=4[CH:17]=3)[C:14]/2=[O:15])=[CH:6][CH:5]=[CH:4][C:3]=1[C:27]1[O:31][C:30]([C:32]([OH:34])=[O:33])=[CH:29][CH:28]=1.[NH:35]([CH2:37][C@@H:38]([C@H:40]([C@@H:42]([C@@H:44]([CH2:46][OH:47])[OH:45])[OH:43])[OH:41])[OH:39])[CH3:36].[NH:48]([CH2:50][C@@H:51]([C@H:53]([C@@H:55]([C@@H:57]([CH2:59][OH:60])[OH:58])[OH:56])[OH:54])[OH:52])[CH3:49].[OH:61][C:62]1[C:67]([NH:68][N:69]=[C:70]2[C:74](=[O:75])[N:73]([C:76]3[CH:85]=[CH:84][C:83]4[CH2:82][CH2:81][CH2:80][CH2:79][C:78]=4[CH:77]=3)[N:72]=[C:71]2[CH3:86])=[CH:66][CH:65]=[CH:64][C:63]=1[C:87]1[CH:91]=[CH:90][O:89][C:88]=1[C:92]([OH:94])=[O:93].CO. (2) Given the product [CH3:61][N:62]([CH3:66])[CH2:63][CH2:64][N:39]1[C:40]2=[N:41][CH:42]=[CH:43][C:44]([CH2:46][CH2:47][C:48]3[CH:49]=[CH:50][C:51]([O:54][C:55](=[O:60])[C:56]([CH3:59])([CH3:58])[CH3:57])=[CH:52][CH:53]=3)=[C:45]2[C:37]([O:36][C@@H:9]2[O:10][C@H:11]([CH2:28][O:29][C:30](=[O:35])[C:31]([CH3:33])([CH3:34])[CH3:32])[C@@H:12]([O:21][C:22](=[O:27])[C:23]([CH3:26])([CH3:25])[CH3:24])[C@H:13]([O:14][C:15](=[O:20])[C:16]([CH3:17])([CH3:19])[CH3:18])[C@H:8]2[O:7][C:1](=[O:6])[C:2]([CH3:3])([CH3:4])[CH3:5])=[N:38]1, predict the reactants needed to synthesize it. The reactants are: [C:1]([O:7][C@@H:8]1[C@@H:13]([O:14][C:15](=[O:20])[C:16]([CH3:19])([CH3:18])[CH3:17])[C@H:12]([O:21][C:22](=[O:27])[C:23]([CH3:26])([CH3:25])[CH3:24])[C@@H:11]([CH2:28][O:29][C:30](=[O:35])[C:31]([CH3:34])([CH3:33])[CH3:32])[O:10][C@H:9]1[O:36][C:37]1[C:45]2[C:40](=[N:41][CH:42]=[CH:43][C:44]=2[CH2:46][CH2:47][C:48]2[CH:53]=[CH:52][C:51]([O:54][C:55](=[O:60])[C:56]([CH3:59])([CH3:58])[CH3:57])=[CH:50][CH:49]=2)[NH:39][N:38]=1)(=[O:6])[C:2]([CH3:5])([CH3:4])[CH3:3].[CH3:61][N:62]([CH3:66])[CH2:63][CH2:64]O.C1(P(C2C=CC=CC=2)C2C=CC=CC=2)C=CC=CC=1.N(C(OCC)=O)=NC(OCC)=O. (3) The reactants are: C(OC([NH:11][C:12]1([C:25]([F:28])([F:27])[F:26])[CH2:17][CH2:16][N:15]([C:18]([O:20][C:21]([CH3:24])([CH3:23])[CH3:22])=[O:19])[CH2:14][CH2:13]1)=O)C1C=CC=CC=1. Given the product [NH2:11][C:12]1([C:25]([F:28])([F:26])[F:27])[CH2:13][CH2:14][N:15]([C:18]([O:20][C:21]([CH3:24])([CH3:22])[CH3:23])=[O:19])[CH2:16][CH2:17]1, predict the reactants needed to synthesize it. (4) The reactants are: COC(C1C=CC(B(O)O)=CC=1)=O.[C:14]([O:18][C:19]([NH:21][C:22]1[CH:23]=[CH:24][C:25]([CH3:38])=[C:26]([C:28]2[CH:33]=[CH:32][C:31]([C:34]([O:36][CH3:37])=[O:35])=[CH:30][CH:29]=2)[CH:27]=1)=[O:20])([CH3:17])([CH3:16])[CH3:15].C(OC(=O)NC1C=CC(C)=C(Br)C=1)(C)(C)C.C(=O)([O-])[O-].[Cs+].[Cs+]. Given the product [C:14]([O:18][C:19]([NH:21][C:22]1[CH:23]=[CH:24][C:25]([CH3:38])=[C:26]([C:28]2[CH:29]=[CH:30][C:31]([C:34]([O:36][CH3:37])=[O:35])=[CH:32][CH:33]=2)[CH:27]=1)=[O:20])([CH3:17])([CH3:16])[CH3:15], predict the reactants needed to synthesize it.